From a dataset of Catalyst prediction with 721,799 reactions and 888 catalyst types from USPTO. Predict which catalyst facilitates the given reaction. (1) Reactant: Cl[C:2]1[C:11]2[C:6](=[CH:7][CH:8]=[CH:9][N:10]=2)[N:5]=[C:4]([C:12]2[CH:17]=[CH:16][CH:15]=[C:14]([F:18])[CH:13]=2)[C:3]=1[C:19](OCC)=[O:20].CC(C[AlH]CC(C)C)C.[H-].[Al+3].[Li+].[H-].[H-].[H-]. Product: [F:18][C:14]1[CH:13]=[C:12]([C:4]2[C:3]([CH2:19][OH:20])=[CH:2][C:11]3[C:6](=[CH:7][CH:8]=[CH:9][N:10]=3)[N:5]=2)[CH:17]=[CH:16][CH:15]=1. The catalyst class is: 11. (2) The catalyst class is: 2. Reactant: C([Zn][CH2:4][CH3:5])C.[CH2:6]([O:8][C:9]([C:11]1[S:12][C:13](S(C)(=O)=O)=[C:14]([C:23]#[N:24])[C:15]=1[C:16]1[CH:21]=[CH:20][C:19]([I:22])=[CH:18][CH:17]=1)=[O:10])[CH3:7]. Product: [CH2:6]([O:8][C:9]([C:11]1[S:12][C:13]([CH2:4][CH3:5])=[C:14]([C:23]#[N:24])[C:15]=1[C:16]1[CH:21]=[CH:20][C:19]([I:22])=[CH:18][CH:17]=1)=[O:10])[CH3:7].